From a dataset of Peptide-MHC class I binding affinity with 185,985 pairs from IEDB/IMGT. Regression. Given a peptide amino acid sequence and an MHC pseudo amino acid sequence, predict their binding affinity value. This is MHC class I binding data. (1) The binding affinity (normalized) is 0.0847. The MHC is HLA-B18:01 with pseudo-sequence HLA-B18:01. The peptide sequence is VTGCASLYV. (2) The peptide sequence is EIYKRWII. The MHC is HLA-A30:02 with pseudo-sequence HLA-A30:02. The binding affinity (normalized) is 0. (3) The peptide sequence is MTACDDGRR. The MHC is HLA-A03:01 with pseudo-sequence HLA-A03:01. The binding affinity (normalized) is 0.367. (4) The peptide sequence is TLMNVITLV. The MHC is HLA-A68:02 with pseudo-sequence HLA-A68:02. The binding affinity (normalized) is 0.748. (5) The peptide sequence is ARYAAAAAL. The MHC is HLA-B14:02 with pseudo-sequence HLA-B14:02. The binding affinity (normalized) is 0.220. (6) The peptide sequence is ETIEDYLGY. The MHC is HLA-A25:01 with pseudo-sequence HLA-A25:01. The binding affinity (normalized) is 0.787. (7) The peptide sequence is VSWSGRELK. The MHC is HLA-A11:01 with pseudo-sequence HLA-A11:01. The binding affinity (normalized) is 0.563. (8) The peptide sequence is TTFPYTGDPPY. The MHC is HLA-A11:01 with pseudo-sequence HLA-A11:01. The binding affinity (normalized) is 0.382. (9) The peptide sequence is APCKVPIEI. The MHC is HLA-B51:01 with pseudo-sequence HLA-B51:01. The binding affinity (normalized) is 0. (10) The peptide sequence is SSSLTSLLK. The MHC is HLA-B40:01 with pseudo-sequence HLA-B40:01. The binding affinity (normalized) is 0.0847.